This data is from Tyrosyl-DNA phosphodiesterase HTS with 341,365 compounds. The task is: Binary Classification. Given a drug SMILES string, predict its activity (active/inactive) in a high-throughput screening assay against a specified biological target. (1) The molecule is Clc1c(OCCOCCOc2c(OC)cccc2)cccc1. The result is 0 (inactive). (2) The drug is O(CC(=O)Nc1c(C(=O)NCCC)cccc1)c1ccc(OC)cc1. The result is 0 (inactive). (3) The compound is O(c1ccc(NC(=O)c2ccc(NC(=O)c3occc3)cc2)cc1)CC(O)=O. The result is 0 (inactive).